Dataset: Full USPTO retrosynthesis dataset with 1.9M reactions from patents (1976-2016). Task: Predict the reactants needed to synthesize the given product. (1) Given the product [C:14]([O:13][C:12]([NH:11][CH2:10][C:6]1[CH:5]=[C:4]2[C:9](=[CH:8][CH:7]=1)[NH:1][CH:2]=[C:3]2[C:19](=[O:23])[C:20]([O:27][CH3:26])=[O:21])=[O:18])([CH3:15])([CH3:17])[CH3:16], predict the reactants needed to synthesize it. The reactants are: [NH:1]1[C:9]2[C:4](=[CH:5][C:6]([CH2:10][NH:11][C:12](=[O:18])[O:13][C:14]([CH3:17])([CH3:16])[CH3:15])=[CH:7][CH:8]=2)[CH:3]=[CH:2]1.[C:19](Cl)(=[O:23])[C:20](Cl)=[O:21].C[CH2:26][O:27]CC. (2) The reactants are: [CH2:1]([O:3][C:4]([C:6]12[CH2:27][C:7]1([CH:28]=[CH:29][CH2:30][CH2:31][CH3:32])[C:8]1[C:13]([N:14](CC3C=CC(OC)=CC=3)[C:15]2=[O:16])=[CH:12][CH:11]=[C:10]([Cl:26])[CH:9]=1)=[O:5])[CH3:2].O=[N+]([O-])[O-].[O-][N+](=O)[O-].[O-][N+](=O)[O-].[O-][N+](=O)[O-].[O-][N+](=O)[O-].[O-][N+](=O)[O-].[Ce+4].[NH4+].[NH4+]. Given the product [CH2:1]([O:3][C:4]([C:6]12[CH2:27][C:7]1([CH:28]=[CH:29][CH2:30][CH2:31][CH3:32])[C:8]1[C:13]([NH:14][C:15]2=[O:16])=[CH:12][CH:11]=[C:10]([Cl:26])[CH:9]=1)=[O:5])[CH3:2], predict the reactants needed to synthesize it. (3) Given the product [CH3:21][O:20][C:18]([C:9]1[CH:10]=[C:11]([CH:17]=[C:7]([CH2:6][NH:5][S:2]([CH3:1])(=[O:4])=[O:3])[CH:8]=1)[C:12]([OH:14])=[O:13])=[O:19], predict the reactants needed to synthesize it. The reactants are: [CH3:1][S:2]([NH:5][CH2:6][C:7]1[CH:8]=[C:9]([C:18]([O:20][CH2:21]C)=[O:19])[CH:10]=[C:11]([CH:17]=1)[C:12]([O:14]CC)=[O:13])(=[O:4])=[O:3].[OH-].[Na+]. (4) Given the product [N+:22]([C:11]1[CH:10]=[C:9]([CH:49]=[CH:48][CH2:47][C:50]2[CH:55]=[CH:54][CH:53]=[CH:52][CH:51]=2)[CH:21]=[CH:20][C:12]=1[C:13]([O:15][C:16]([CH3:19])([CH3:18])[CH3:17])=[O:14])([O-:24])=[O:23], predict the reactants needed to synthesize it. The reactants are: C1(C)C=CC=CC=1.Br[C:9]1[CH:21]=[CH:20][C:12]([C:13]([O:15][C:16]([CH3:19])([CH3:18])[CH3:17])=[O:14])=[C:11]([N+:22]([O-:24])=[O:23])[CH:10]=1.C1(C)C=CC=CC=1P(C1C=CC=CC=1C)C1C=CC=CC=1C.[CH2:47]([C:50]1[CH:55]=[CH:54][CH:53]=[CH:52][CH:51]=1)[CH:48]=[CH2:49]. (5) Given the product [CH2:43]([C:24]1[N:25]([C:28]2[CH:29]=[CH:30][C:31]([O:32][C:33]([CH3:40])([CH3:39])[CH2:34][OH:35])=[CH:41][CH:42]=2)[C:26](=[O:27])[C:21]([CH2:20][C:17]2[CH:16]=[CH:15][C:14]([C:9]3[C:8]([C:6]#[N:7])=[CH:13][CH:12]=[CH:11][CH:10]=3)=[CH:19][CH:18]=2)=[C:22]([CH2:45][CH2:46][CH3:47])[N:23]=1)[CH3:44], predict the reactants needed to synthesize it. The reactants are: [BH4-].[Na+].[Cl-].[Ca+2].[Cl-].[C:6]([C:8]1[CH:13]=[CH:12][CH:11]=[CH:10][C:9]=1[C:14]1[CH:19]=[CH:18][C:17]([CH2:20][C:21]2[C:26](=[O:27])[N:25]([C:28]3[CH:42]=[CH:41][C:31]([O:32][C:33]([CH3:40])([CH3:39])[C:34](OCC)=[O:35])=[CH:30][CH:29]=3)[C:24]([CH2:43][CH3:44])=[N:23][C:22]=2[CH2:45][CH2:46][CH3:47])=[CH:16][CH:15]=1)#[N:7]. (6) Given the product [C:15]([C:4]1[O:3][C:2]([CH3:1])=[N:6][C:5]=1[CH2:7][CH2:8][C:9]1[CH:14]=[CH:13][CH:12]=[CH:11][CH:10]=1)#[N:17], predict the reactants needed to synthesize it. The reactants are: [CH3:1][C:2]1[O:3][C:4]([C:15]([NH2:17])=O)=[C:5]([CH2:7][CH2:8][C:9]2[CH:14]=[CH:13][CH:12]=[CH:11][CH:10]=2)[N:6]=1.CN1CCOCC1.ClC(Cl)(Cl)C(Cl)=O.O. (7) Given the product [CH3:8][N:6]1[C:5](=[O:9])[NH:4][C:3](=[O:10])[C:2]([N:15]2[CH2:16][CH2:17][N:12]([C:18](=[O:19])[C:20]3[CH:25]=[CH:24][CH:23]=[CH:22][C:21]=3[C:26]([F:29])([F:27])[F:28])[CH2:13][CH2:14]2)=[N:7]1.[C:20]1([CH3:18])[CH:25]=[CH:24][CH:23]=[CH:22][CH:21]=1, predict the reactants needed to synthesize it. The reactants are: Br[C:2]1[C:3](=[O:10])[NH:4][C:5](=[O:9])[N:6]([CH3:8])[N:7]=1.Cl.[N:12]1([C:18]([C:20]2[CH:25]=[CH:24][CH:23]=[CH:22][C:21]=2[C:26]([F:29])([F:28])[F:27])=[O:19])[CH2:17][CH2:16][NH:15][CH2:14][CH2:13]1.